This data is from Full USPTO retrosynthesis dataset with 1.9M reactions from patents (1976-2016). The task is: Predict the reactants needed to synthesize the given product. (1) Given the product [CH:10]([C:7]1[CH:8]=[CH:9][C:4]([CH2:3][OH:2])=[CH:5][C:6]=1[O:13][C:14]([F:15])([F:16])[F:17])([CH3:12])[CH3:11], predict the reactants needed to synthesize it. The reactants are: C[O:2][C:3](=O)[C:4]1[CH:9]=[CH:8][C:7]([CH:10]([CH3:12])[CH3:11])=[C:6]([O:13][C:14]([F:17])([F:16])[F:15])[CH:5]=1.[BH4-].[Li+].Cl. (2) Given the product [Br:28][C:29]1[CH:36]=[CH:35][CH:34]=[CH:33][C:30]=1[CH2:31][N:9]1[C:10]2[C:16]3[CH:17]=[CH:18][CH:19]=[CH:20][C:15]=3[S:14][C:11]=2[C:12](=[O:13])[N:7]([OH:6])[C:8]1=[O:21], predict the reactants needed to synthesize it. The reactants are: COC1C=C(OC)C=CC=1C[O:6][N:7]1[C:12](=[O:13])[C:11]2[S:14][C:15]3[CH:20]=[CH:19][CH:18]=[CH:17][C:16]=3[C:10]=2[NH:9][C:8]1=[O:21].[Br:28][C:29]1[CH:36]=[CH:35][CH:34]=[CH:33][C:30]=1[CH2:31]Br. (3) Given the product [CH3:23][C:19]1[N:18]=[C:17]([C:14]2[N:13]=[CH:12][C:11]3[CH:10]=[N:9][N:8]([C:6]4[N:7]=[C:2]([N:28]5[CH2:33][CH2:32][CH2:31][C@H:30]([NH2:34])[CH2:29]5)[CH:3]=[C:4]([CH:24]5[CH2:27][O:26][CH2:25]5)[CH:5]=4)[C:16]=3[CH:15]=2)[CH:22]=[N:21][CH:20]=1, predict the reactants needed to synthesize it. The reactants are: F[C:2]1[N:7]=[C:6]([N:8]2[C:16]3[CH:15]=[C:14]([C:17]4[CH:22]=[N:21][CH:20]=[C:19]([CH3:23])[N:18]=4)[N:13]=[CH:12][C:11]=3[CH:10]=[N:9]2)[CH:5]=[C:4]([CH:24]2[CH2:27][O:26][CH2:25]2)[CH:3]=1.[NH:28]1[CH2:33][CH2:32][CH2:31][C@H:30]([NH:34]C(=O)OC(C)(C)C)[CH2:29]1.CN1CCOCC1. (4) Given the product [F:1][C:2]1[C:3]([C:31]2[CH:36]=[C:35]([F:37])[CH:34]=[CH:33][C:32]=2[O:38][CH3:39])=[C:4]2[CH:10]=[C:9]([C:11]3[CH2:16][CH2:15][CH:14]([C:17]([OH:19])=[O:18])[CH2:13][CH:12]=3)[NH:8][C:5]2=[N:6][CH:7]=1, predict the reactants needed to synthesize it. The reactants are: [F:1][C:2]1[C:3]([C:31]2[CH:36]=[C:35]([F:37])[CH:34]=[CH:33][C:32]=2[O:38][CH3:39])=[C:4]2[CH:10]=[C:9]([C:11]3[CH2:16][CH2:15][CH:14]([C:17]([O:19]CC)=[O:18])[CH2:13][CH:12]=3)[N:8](S(C3C=CC=CC=3)(=O)=O)[C:5]2=[N:6][CH:7]=1.[OH-].[Na+]. (5) Given the product [OH:1][C@H:2]1[CH2:6][N:5]([C:7](=[O:37])[C:8]2[CH:13]=[CH:12][C:11]([C:14]3[CH:15]=[N:16][C:17]([O:20][CH2:21][CH:22]4[CH2:27][CH2:26][N:25]([CH2:28][C:29]5([C:33]([F:36])([F:35])[F:34])[CH2:30][CH2:31][CH2:32]5)[CH2:24][CH2:23]4)=[CH:18][CH:19]=3)=[CH:10][CH:9]=2)[C@H:4]([C:38]([NH2:53])=[O:40])[CH2:3]1, predict the reactants needed to synthesize it. The reactants are: [OH:1][C@H:2]1[CH2:6][N:5]([C:7](=[O:37])[C:8]2[CH:13]=[CH:12][C:11]([C:14]3[CH:15]=[N:16][C:17]([O:20][CH2:21][CH:22]4[CH2:27][CH2:26][N:25]([CH2:28][C:29]5([C:33]([F:36])([F:35])[F:34])[CH2:32][CH2:31][CH2:30]5)[CH2:24][CH2:23]4)=[CH:18][CH:19]=3)=[CH:10][CH:9]=2)[C@H:4]([C:38]([OH:40])=O)[CH2:3]1.[Cl-].[NH4+].C(Cl)CCl.C1C=CC2N(O)N=[N:53]C=2C=1.CCN(C(C)C)C(C)C.